This data is from Peptide-MHC class I binding affinity with 185,985 pairs from IEDB/IMGT. The task is: Regression. Given a peptide amino acid sequence and an MHC pseudo amino acid sequence, predict their binding affinity value. This is MHC class I binding data. (1) The peptide sequence is FLSAADDLV. The MHC is HLA-A02:01 with pseudo-sequence HLA-A02:01. The binding affinity (normalized) is 0.833. (2) The peptide sequence is TSWSFKRL. The MHC is H-2-Db with pseudo-sequence H-2-Db. The binding affinity (normalized) is 0.396. (3) The peptide sequence is WTTYMDTFFR. The MHC is HLA-B53:01 with pseudo-sequence HLA-B53:01. The binding affinity (normalized) is 0. (4) The peptide sequence is HDLMMGYAWI. The MHC is HLA-A30:02 with pseudo-sequence HLA-A30:02. The binding affinity (normalized) is 0.0881. (5) The peptide sequence is RQLANAIFK. The binding affinity (normalized) is 0.519. The MHC is HLA-A31:01 with pseudo-sequence HLA-A31:01. (6) The binding affinity (normalized) is 0.0641. The MHC is BoLA-T2b with pseudo-sequence BoLA-T2b. The peptide sequence is YQVKYVSPV. (7) The peptide sequence is RAVPPNPTI. The MHC is HLA-A69:01 with pseudo-sequence HLA-A69:01. The binding affinity (normalized) is 0.401. (8) The peptide sequence is VEAVMYMGT. The MHC is HLA-B40:02 with pseudo-sequence HLA-B40:02. The binding affinity (normalized) is 0.336.